From a dataset of Reaction yield outcomes from USPTO patents with 853,638 reactions. Predict the reaction yield, written as a fraction of the theoretical maximum amount of product (1.0 means a 100% yield; for example, 0.34 means a 34% yield). (1) The reactants are Cl[C:2]1[C:3](=[O:18])[N:4]([CH2:14][CH2:15][O:16][CH3:17])[C:5](=[O:13])[C:6]=1[C:7]1[CH:12]=[CH:11][CH:10]=[CH:9][CH:8]=1.[CH3:19][C:20]([NH:22][C:23]1[CH:28]=[CH:27][C:26]([NH2:29])=[CH:25][CH:24]=1)=[O:21].O. The catalyst is CC#N. The product is [CH3:17][O:16][CH2:15][CH2:14][N:4]1[C:5](=[O:13])[C:6]([C:7]2[CH:12]=[CH:11][CH:10]=[CH:9][CH:8]=2)=[C:2]([NH:29][C:26]2[CH:25]=[CH:24][C:23]([NH:22][C:20](=[O:21])[CH3:19])=[CH:28][CH:27]=2)[C:3]1=[O:18]. The yield is 0.450. (2) The reactants are Br[C:2]1[C:11]2[C:6](=[CH:7][CH:8]=[C:9]([OH:12])[CH:10]=2)[N:5]=[C:4]([C:13]2[CH:18]=[CH:17][C:16]([OH:19])=[C:15]([F:20])[CH:14]=2)[CH:3]=1.[C:21]([C:23]1[CH:28]=[CH:27][C:26](B(O)O)=[CH:25][CH:24]=1)#[N:22]. No catalyst specified. The product is [C:21]([C:23]1[CH:28]=[CH:27][C:26]([C:2]2[C:11]3[C:6](=[CH:7][CH:8]=[C:9]([OH:12])[CH:10]=3)[N:5]=[C:4]([C:13]3[CH:18]=[CH:17][C:16]([OH:19])=[C:15]([F:20])[CH:14]=3)[CH:3]=2)=[CH:25][CH:24]=1)#[N:22]. The yield is 0.520. (3) The reactants are C([N:4]1[CH2:9][C@@H:8]([CH3:10])[N:7]([CH2:11][CH2:12][CH2:13][Cl:14])[CH2:6][C@@H:5]1[CH3:15])C=C.C(O)(=O)C1C(=CC=CC=1)S. The catalyst is C1COCC1.C1(P(C2C=CC=CC=2)CCCCP(C2C=CC=CC=2)C2C=CC=CC=2)C=CC=CC=1. The product is [Cl:14][CH2:13][CH2:12][CH2:11][N:7]1[C@H:8]([CH3:10])[CH2:9][NH:4][C@@H:5]([CH3:15])[CH2:6]1. The yield is 1.00.